Dataset: Experimentally validated miRNA-target interactions with 360,000+ pairs, plus equal number of negative samples. Task: Binary Classification. Given a miRNA mature sequence and a target amino acid sequence, predict their likelihood of interaction. (1) The miRNA is hsa-miR-6850-5p with sequence GUGCGGAACGCUGGCCGGGGCG. The protein sequence of the target gene is MRCLAARVNYKTLIIICALFTLVTVLLWNKCSSDKAIQFPRRSSSGFRVDGFEKRAAASESNNYMNHVAKQQSEEAFPQEQQKAPPVVGGFNSNVGSKVLGLKYEEIDCLINDEHTIKGRREGNEVFLPFTWVEKYFDVYGKVVQYDGYDRFEFSHSYSKVYAQRAPYHPDGVFMSFEGYNVEVRDRVKCISGVEGVPLSTQWGPQGYFYPIQIAQYGLSHYSKNLTEKPPHIEVYETAEDRDKNKPNDWTVPKGCFMANVADKSRFTNVKQFIAPETSEGVSLQLGNTKDFIISFDLKF.... Result: 0 (no interaction). (2) The miRNA is hsa-miR-450b-3p with sequence UUGGGAUCAUUUUGCAUCCAUA. The protein sequence of the target gene is MSVGCACPGCSSKSFKLYSPKEPPNGNAFPPFHPGTMLDRDVGPTPMYPPTYLEPGIGRHTPYGNQTDYRIFELNKRLQNWTEECDNLWWDAFTTEFFEDDAMLTITFCLEDGPKRYTIGRTLIPRYFRSIFEGGATELYYVLKHPKEAFHSNFVSLDCDQGSMVTQHGKPMFTQVCVEGRLYLEFMFDDMMRIKTWHFSIRQHRELIPRSILAMHAQDPQMLDQLSKNITRCGLSNSTLNYLRLCVILEPMQELMSRHKTYSLSPRDCLKTCLFQKWQRMVAPPAEPTRQQPSKRRKRK.... Result: 1 (interaction). (3) The miRNA is mmu-miR-3077-3p with sequence CUGACUCCCUGCUUCUCCGCAG. The protein sequence of the target gene is MAVWLFGGRLGLRGRLSACRLLCPRFQSRGPQGGEDGDRLQPSSTAAKIPKIYTKTGDKGFSSTFTGERRPKDDQVFEAVGTTDELSSAIGFAMELVTEKGHMFAEELQKIQCMLQDVGSALATPRSSAREAHLKHTAFQEGPVLELERWIDKYSSQLPPLKAFILPSGGKSSSALHFCRAVCRRAERRVVPLVQMGETDANVAKFLNRLSDYLFTVARYAAMKEGSQEKIYKKHDV. Result: 0 (no interaction). (4) The miRNA is hsa-miR-5195-5p with sequence AACCCCUAAGGCAACUGGAUGG. The protein sequence of the target gene is MTDQTYCDRLVQDTPFLTGHGRLSEQQVDRIILQLNRYYPQILTNKEAEKFRNPKASLRVRLCDLLSHLQRSGERDCQEFYRALYIHAQPLHSRLPSRHALRKFHITNHACLVLARGGHPSLPLMAWMSSMTTQVCCSPGLASPLASAPPQRPPSGPEGRVWQAQAVQMLVSVSHFLPLPPSLSHGSFHTAWGILYVHSCPSFSNLIPRGSLHVCVDSNLVPTAAWRS. Result: 0 (no interaction). (5) The miRNA is mmu-miR-151-5p with sequence UCGAGGAGCUCACAGUCUAGU. The protein sequence of the target gene is MVHAFLIHTLRAPNTEDTGLCRVLYSCVFGAEKSPDDPRPHGAERDRLLRKEQILAVARQVESMCRLQQQASGRPPMDLQPQSSDEQVPLHEAPRGAFRLAAENPFQEPRTVVWLGVLSLGFALVLDAHENLLLAEGTLRLLTRLLLDHLRLLAPSTSLLLRADRIEGILTRFLPHGQLLFLNDQFVQGLEKEFSAAWPR. Result: 0 (no interaction). (6) The miRNA is mmu-miR-324-3p with sequence CCACUGCCCCAGGUGCUGCU. The protein sequence of the target gene is MASGAAQNSSQMACDSEIPGFLDAFLQDFPAPLSLESPLPWKVPGTVLSQEEVEAELIELALGFLGSRNAPPSFAVAVTHEAISQLLQTDLSEFKRLPEQEEEEEEEEEEKALVTLLDAKGLARSFFNCLWKVCSQWQKQVPLTAQAPQWQWLVSIHAIRNTRRKMEDRHVSLPAFNHLFGLSDSVHRAYFAVFDGHGGVDAARYASVHVHTNASHQPELRTNPAAALKEAFRLTDEMFLQKAKRERLQSGTTGVCALIAGAALHVAWLGDSQVILVQQGRVVKLMEPHKPERQDEKARI.... Result: 1 (interaction).